Dataset: Full USPTO retrosynthesis dataset with 1.9M reactions from patents (1976-2016). Task: Predict the reactants needed to synthesize the given product. (1) The reactants are: [Br:1][C:2]1[CH:13]=[CH:12][C:5]([O:6][C:7]([CH3:11])([CH3:10])[CH2:8][NH2:9])=[CH:4][CH:3]=1.CN(C=O)C.[CH3:19][C:20]([O:23][C:24](O[C:24]([O:23][C:20]([CH3:22])([CH3:21])[CH3:19])=[O:25])=[O:25])([CH3:22])[CH3:21].CCN(C(C)C)C(C)C. Given the product [C:20]([O:23][C:24](=[O:25])[NH:9][CH2:8][C:7]([O:6][C:5]1[CH:12]=[CH:13][C:2]([Br:1])=[CH:3][CH:4]=1)([CH3:10])[CH3:11])([CH3:22])([CH3:21])[CH3:19], predict the reactants needed to synthesize it. (2) Given the product [NH2:14][C:15]1[CH2:16][C:17]([C:33]([N:9]([CH2:10][CH2:11][O:12][CH3:13])[CH2:8][CH2:7][O:6][CH3:5])=[O:34])=[CH:18][C:19]2[CH:25]=[CH:24][C:23]([C:26]([F:32])([F:31])[C:27]([F:28])([F:29])[F:30])=[CH:22][C:20]=2[N:21]=1, predict the reactants needed to synthesize it. The reactants are: C[Al](C)C.[CH3:5][O:6][CH2:7][CH2:8][NH:9][CH2:10][CH2:11][O:12][CH3:13].[NH2:14][C:15]1[CH2:16][C:17]([C:33](OCC)=[O:34])=[CH:18][C:19]2[CH:25]=[CH:24][C:23]([C:26]([F:32])([F:31])[C:27]([F:30])([F:29])[F:28])=[CH:22][C:20]=2[N:21]=1. (3) Given the product [CH2:1]([O:3][C:4]([C:6]1[S:26][C:9]2[N:10]=[C:11]([NH2:25])[N:12]=[C:13]([C:14]([C:16]3[CH:24]=[CH:23][C:19]4[O:20][CH2:21][O:22][C:18]=4[CH:17]=3)=[N:30][O:28][CH3:29])[C:8]=2[CH:7]=1)=[O:5])[CH3:2], predict the reactants needed to synthesize it. The reactants are: [CH2:1]([O:3][C:4]([C:6]1[S:26][C:9]2[N:10]=[C:11]([NH2:25])[N:12]=[C:13]([C:14]([C:16]3[CH:24]=[CH:23][C:19]4[O:20][CH2:21][O:22][C:18]=4[CH:17]=3)=O)[C:8]=2[CH:7]=1)=[O:5])[CH3:2].Cl.[O:28]([NH2:30])[CH3:29]. (4) The reactants are: [CH3:1][O:2][C:3]([C@@H:5]1[CH2:34][C@@H:33]2[CH2:35][N:6]1[C:7](=[O:42])[C@H:8]([C:38]([CH3:41])([CH3:40])[CH3:39])[NH:9][C:10](=[O:37])[O:11][C@@H:12]1[CH2:36][C@H:13]1[CH2:14][CH2:15][CH2:16][CH2:17][CH2:18][C:19]1[C:20]([O:32]2)=[N:21][C:22]2[C:23]([O:30][CH3:31])=[CH:24][CH:25]=[CH:26][C:27]=2[C:28]=1[OH:29])=[O:4].[Br:43][CH2:44][CH2:45][CH2:46]Br.C(=O)([O-])[O-].[Cs+].[Cs+]. Given the product [CH3:1][O:2][C:3]([C@@H:5]1[CH2:34][C@@H:33]2[CH2:35][N:6]1[C:7](=[O:42])[C@H:8]([C:38]([CH3:39])([CH3:41])[CH3:40])[NH:9][C:10](=[O:37])[O:11][C@@H:12]1[CH2:36][C@H:13]1[CH2:14][CH2:15][CH2:16][CH2:17][CH2:18][C:19]1[C:20]([O:32]2)=[N:21][C:22]2[C:23]([O:30][CH3:31])=[CH:24][CH:25]=[CH:26][C:27]=2[C:28]=1[O:29][CH2:46][CH2:45][CH2:44][Br:43])=[O:4], predict the reactants needed to synthesize it. (5) Given the product [S:25]1[N:26]=[CH:27][C:23]([O:1][CH2:2][C@@H:3]2[O:7][C:6](=[O:8])[N:5]([C:9]3[CH:14]=[CH:13][C:12]([C:15]4[CH2:16][CH2:17][O:18][CH2:19][CH:20]=4)=[C:11]([F:21])[CH:10]=3)[CH2:4]2)=[N:24]1, predict the reactants needed to synthesize it. The reactants are: [OH:1][CH2:2][C@@H:3]1[O:7][C:6](=[O:8])[N:5]([C:9]2[CH:14]=[CH:13][C:12]([C:15]3[CH2:16][CH2:17][O:18][CH2:19][CH:20]=3)=[C:11]([F:21])[CH:10]=2)[CH2:4]1.O[C:23]1[CH:27]=[N:26][S:25][N:24]=1.C1(P(C2C=CC=CC=2)C2C=CC=CC=2)C=CC=CC=1.CC(OC(/N=N/C(OC(C)C)=O)=O)C.CCOC(C)=O.CCCC(C)C. (6) Given the product [C:27]([O:26][C:24]([N:21]1[CH2:22][CH2:23][C:8]2[C:7]3[CH:6]=[C:5]([Cl:31])[C:4]([Cl:3])=[CH:12][C:11]=3[N:10]([CH2:13][C:14]([OH:16])=[O:15])[C:9]=2[CH2:19][CH2:20]1)=[O:25])([CH3:30])([CH3:28])[CH3:29], predict the reactants needed to synthesize it. The reactants are: [OH-].[K+].[Cl:3][C:4]1[C:5]([Cl:31])=[CH:6][C:7]2[C:8]3[CH2:23][CH2:22][N:21]([C:24]([O:26][C:27]([CH3:30])([CH3:29])[CH3:28])=[O:25])[CH2:20][CH2:19][C:9]=3[N:10]([CH2:13][C:14]([O:16]CC)=[O:15])[C:11]=2[CH:12]=1.Cl.